This data is from Forward reaction prediction with 1.9M reactions from USPTO patents (1976-2016). The task is: Predict the product of the given reaction. (1) Given the reactants [OH:1][CH2:2][C@H:3]1[C@@H:8]([CH3:9])[CH2:7][CH2:6][CH2:5][N:4]1[C:10]([C:12]1[N:13]=[C:14]([CH3:24])[S:15][C:16]=1[C:17]1[CH:22]=[CH:21][C:20]([F:23])=[CH:19][CH:18]=1)=[O:11].[H-].[Na+].Cl[C:28]1[CH:33]=[CH:32][C:31]([C:34]([F:37])([F:36])[F:35])=[CH:30][N:29]=1, predict the reaction product. The product is: [CH3:9][C@H:8]1[CH2:7][CH2:6][CH2:5][N:4]([C:10]([C:12]2[N:13]=[C:14]([CH3:24])[S:15][C:16]=2[C:17]2[CH:18]=[CH:19][C:20]([F:23])=[CH:21][CH:22]=2)=[O:11])[C@H:3]1[CH2:2][O:1][C:28]1[CH:33]=[CH:32][C:31]([C:34]([F:37])([F:36])[F:35])=[CH:30][N:29]=1. (2) Given the reactants Br[C:2]1[CH:7]=[N:6][CH:5]=[C:4]2[NH:8][CH:9]=[CH:10][C:3]=12.[CH3:11][N:12]1C(=O)CCC1, predict the reaction product. The product is: [NH:8]1[C:4]2[CH:5]=[N:6][CH:7]=[C:2]([C:11]#[N:12])[C:3]=2[CH:10]=[CH:9]1. (3) Given the reactants [OH:1][C:2]1[C:7]([CH2:8][CH2:9][CH3:10])=[C:6]([OH:11])[CH:5]=[CH:4][C:3]=1[C:12](=O)[CH3:13].Cl.[NH2:16][OH:17].C([O-])(=O)C.[Na+].O, predict the reaction product. The product is: [OH:1][C:2]1[C:7]([CH2:8][CH2:9][CH3:10])=[C:6]([OH:11])[CH:5]=[CH:4][C:3]=1[C:12](=[N:16][OH:17])[CH3:13]. (4) Given the reactants [CH3:1][C:2](C)([O-])[CH3:3].[K+].[Cl:7][C:8]1[CH:13]=[CH:12][C:11]([C:14]([C:16]2[NH:17][CH:18]=[CH:19][CH:20]=2)=O)=[CH:10][CH:9]=1.ClCC[O:24]C.[OH2:26], predict the reaction product. The product is: [Cl:7][C:8]1[CH:9]=[CH:10][C:11]([C:14]2[CH:19]=[CH:18][N:17]([O:26][CH2:1][CH2:2][CH3:3])[C:16]=2[CH:20]=[O:24])=[CH:12][CH:13]=1. (5) Given the reactants [C:1]([OH:20])(=[O:19])[CH2:2][CH2:3][CH2:4][CH2:5][CH2:6][CH2:7][CH2:8][CH2:9][CH2:10][CH2:11][CH2:12][CH2:13][CH2:14][CH2:15][C:16]([OH:18])=[O:17].C(O[CH2:24][C:25]1[CH:30]=[CH:29][CH:28]=[CH:27][CH:26]=1)=O, predict the reaction product. The product is: [CH2:24]([O:17][C:16](=[O:18])[CH2:15][CH2:14][CH2:13][CH2:12][CH2:11][CH2:10][CH2:9][CH2:8][CH2:7][CH2:6][CH2:5][CH2:4][CH2:3][CH2:2][C:1]([OH:20])=[O:19])[C:25]1[CH:30]=[CH:29][CH:28]=[CH:27][CH:26]=1. (6) Given the reactants CN(C)CCN[C:6]([C@@H:8]([NH:20][C:21]([C:23]1[CH:42]=[CH:41][C:26]2[N:27]([CH:35]3[CH2:40][CH2:39][CH2:38][CH2:37][CH2:36]3)[C:28]([C:30]3[CH:34]=[CH:33][O:32][CH:31]=3)=[N:29][C:25]=2[CH:24]=1)=[O:22])[CH2:9][C:10]1[C:18]2[C:13](=[CH:14][CH:15]=[C:16]([OH:19])[CH:17]=2)[NH:12][CH:11]=1)=[O:7].[NH2:44][CH2:45][CH:46]([OH:49])[CH2:47][OH:48], predict the reaction product. The product is: [OH:49][CH:46]([CH2:47][OH:48])[CH2:45][NH:44][C:6]([C@@H:8]([NH:20][C:21]([C:23]1[CH:42]=[CH:41][C:26]2[N:27]([CH:35]3[CH2:40][CH2:39][CH2:38][CH2:37][CH2:36]3)[C:28]([C:30]3[CH:34]=[CH:33][O:32][CH:31]=3)=[N:29][C:25]=2[CH:24]=1)=[O:22])[CH2:9][C:10]1[C:18]2[C:13](=[CH:14][CH:15]=[C:16]([OH:19])[CH:17]=2)[NH:12][CH:11]=1)=[O:7].